From a dataset of Acute oral toxicity (LD50) regression data from Zhu et al.. Regression/Classification. Given a drug SMILES string, predict its toxicity properties. Task type varies by dataset: regression for continuous values (e.g., LD50, hERG inhibition percentage) or binary classification for toxic/non-toxic outcomes (e.g., AMES mutagenicity, cardiotoxicity, hepatotoxicity). Dataset: ld50_zhu. (1) The molecule is N#CCCN1C(=O)C(O)N=C(c2ccccc2F)c2cc(Cl)ccc21. The rat oral LD50 is 2.01, given as -log10 of the dose in mol/kg body weight (higher means more acutely toxic). (2) The molecule is Nc1c(Br)cc([N+](=O)[O-])cc1[N+](=O)[O-]. The rat oral LD50 is 1.77, given as -log10 of the dose in mol/kg body weight (higher means more acutely toxic). (3) The drug is CC(=O)OCC=Cc1ccccc1. The rat oral LD50 is 1.73, given as -log10 of the dose in mol/kg body weight (higher means more acutely toxic). (4) The drug is CS(=O)(=O)N(Cc1cccnc1)c1ccc(F)cc1F. The rat oral LD50 is 2.45, given as -log10 of the dose in mol/kg body weight (higher means more acutely toxic). (5) The rat oral LD50 is 3.17, given as -log10 of the dose in mol/kg body weight (higher means more acutely toxic). The molecule is CC(=O)CC1OCC(CCl)O1. (6) The molecule is O=C(O)CCC(=O)c1ccc2oc3ccccc3c2c1. The rat oral LD50 is 2.32, given as -log10 of the dose in mol/kg body weight (higher means more acutely toxic). (7) The compound is COc1cc(Cl)c(OC)cc1Cl. The rat oral LD50 is 1.27, given as -log10 of the dose in mol/kg body weight (higher means more acutely toxic). (8) The drug is N#CCO. The rat oral LD50 is 3.55, given as -log10 of the dose in mol/kg body weight (higher means more acutely toxic). (9) The compound is CCOP(=S)(Oc1cnn(C)c(=O)c1SCC)OC(C)C. The rat oral LD50 is 3.61, given as -log10 of the dose in mol/kg body weight (higher means more acutely toxic). (10) The compound is C[Si](C)(Cl)Cl. The rat oral LD50 is 1.33, given as -log10 of the dose in mol/kg body weight (higher means more acutely toxic).